Dataset: Catalyst prediction with 721,799 reactions and 888 catalyst types from USPTO. Task: Predict which catalyst facilitates the given reaction. (1) Reactant: Br[CH2:2][C:3]1[CH:8]=[CH:7][C:6]([C:9](=[O:27])[CH2:10][N:11]2[CH:16]=[CH:15][C:14]([O:17][CH2:18][C:19]3[CH:24]=[CH:23][C:22]([Br:25])=[CH:21][N:20]=3)=[CH:13][C:12]2=[O:26])=[C:5]([CH3:28])[CH:4]=1.[CH3:29][NH:30][CH3:31]. Product: [Br:25][C:22]1[CH:23]=[CH:24][C:19]([CH2:18][O:17][C:14]2[CH:15]=[CH:16][N:11]([CH2:10][C:9]([C:6]3[CH:7]=[CH:8][C:3]([CH2:2][N:30]([CH3:31])[CH3:29])=[CH:4][C:5]=3[CH3:28])=[O:27])[C:12](=[O:26])[CH:13]=2)=[N:20][CH:21]=1. The catalyst class is: 80. (2) Reactant: [Br:1][C:2]1[CH:3]=[C:4]([C:12]([O:14]C)=[O:13])[CH:5]=[C:6]([CH:11]=1)[C:7]([O:9][CH3:10])=[O:8].O.O.O.O.O.O.O.O.[OH-].[Ba+2].[OH-].Cl. Product: [Br:1][C:2]1[CH:3]=[C:4]([CH:5]=[C:6]([C:7]([O:9][CH3:10])=[O:8])[CH:11]=1)[C:12]([OH:14])=[O:13]. The catalyst class is: 5. (3) Reactant: [F:1][C:2]1[CH:7]=[CH:6][C:5]([CH2:8][O:9][C:10]2[CH:19]=[CH:18][C:17](I)=[CH:16][C:11]=2[C:12]([O:14][CH3:15])=[O:13])=[CH:4][CH:3]=1.C([O:23][CH:24](OCC)[CH:25]=[CH2:26])C.C(=O)([O-])[O-].[K+].[K+].Cl. Product: [F:1][C:2]1[CH:7]=[CH:6][C:5]([CH2:8][O:9][C:10]2[CH:19]=[CH:18][C:17](/[CH:26]=[CH:25]\[CH:24]=[O:23])=[CH:16][C:11]=2[C:12]([O:14][CH3:15])=[O:13])=[CH:4][CH:3]=1. The catalyst class is: 9. (4) Reactant: [C:1]([O:4][CH2:5][CH:6]([C:12]1[CH:17]=[CH:16][C:15]([NH:18][C:19]([C:21]2[N:22](COCC[Si](C)(C)C)[CH:23]=[C:24]([C:26]#[N:27])[N:25]=2)=[O:20])=[C:14]([C:36]2[CH2:41][CH2:40][CH2:39][CH2:38][CH:37]=2)[CH:13]=1)[CH2:7][O:8][C:9](=[O:11])[CH3:10])(=[O:3])[CH3:2].C(O)C.[C:45]([OH:51])([C:47]([F:50])([F:49])[F:48])=[O:46].CCOCC.CCCCCC. Product: [F:48][C:47]([F:50])([F:49])[C:45]([OH:51])=[O:46].[C:9]([O:8][CH2:7][CH:6]([C:12]1[CH:17]=[CH:16][C:15]([NH:18][C:19]([C:21]2[NH:22][CH:23]=[C:24]([C:26]#[N:27])[N:25]=2)=[O:20])=[C:14]([C:36]2[CH2:41][CH2:40][CH2:39][CH2:38][CH:37]=2)[CH:13]=1)[CH2:5][O:4][C:1](=[O:3])[CH3:2])(=[O:11])[CH3:10]. The catalyst class is: 2. (5) Reactant: [C:1]([O:5][C:6](=[O:40])[N:7]([CH:9]([C:11](=[O:39])[NH:12][CH:13]([C:19]([N:21]1[CH:25]([C:26](=[O:38])[NH:27][CH:28]2[C:37]3[C:32](=[CH:33][CH:34]=[CH:35][CH:36]=3)[CH2:31][CH2:30][CH2:29]2)[CH2:24][S:23][CH2:22]1)=[O:20])[CH2:14][CH2:15][CH2:16][CH2:17][NH2:18])[CH3:10])[CH3:8])([CH3:4])([CH3:3])[CH3:2].O=C1CCC(=O)N1[O:48][C:49](=[O:75])[C:50]1[CH:51]=[C:52]([CH:56]=[CH:57][C:58]=1[C:59]1[C:60]2[C:65]([O:66][C:67]3[C:72]=1[CH:71]=[CH:70][C:69](=[O:73])[CH:68]=3)=[CH:64][C:63]([OH:74])=[CH:62][CH:61]=2)[C:53](O)=[O:54]. Product: [C:1]([O:5][C:6]([N:7]([CH3:8])[CH:9]([CH3:10])[C:11]([NH:12][CH:13]([C:19](=[O:20])[N:21]1[CH:25]([C:26](=[O:38])[NH:27][CH:28]2[C:37]3[C:32](=[CH:33][CH:34]=[CH:35][CH:36]=3)[CH2:31][CH2:30][CH2:29]2)[CH2:24][S:23][CH2:22]1)[CH2:14][CH2:15][CH2:16][CH2:17][NH:18][C:53](=[O:54])[C:52]1[CH:51]=[C:50]([C:58]([C:59]2[C:60]3[C:65]([O:66][C:67]4[C:72]=2[CH:71]=[CH:70][C:69](=[O:73])[CH:68]=4)=[CH:64][C:63]([OH:74])=[CH:62][CH:61]=3)=[CH:57][CH:56]=1)[C:49]([OH:75])=[O:48])=[O:39])=[O:40])([CH3:2])([CH3:3])[CH3:4]. The catalyst class is: 2. (6) Product: [C:22]([O:25][CH2:26][C:27]1[C:28]([N:42]2[CH2:53][CH2:52][N:51]3[C:44](=[CH:45][C:46]4[CH2:47][C:48]([CH3:55])([CH3:54])[CH2:49][C:50]=43)[C:43]2=[O:56])=[N:29][CH:30]=[CH:31][C:32]=1[C:2]1[CH:3]=[C:4]([NH:10][C:11]2[CH:21]=[C:14]3[CH2:15][N:16]([CH3:20])[C:17](=[O:19])[CH2:18][N:13]3[N:12]=2)[C:5](=[O:9])[N:6]([CH3:8])[CH:7]=1)(=[O:24])[CH3:23]. The catalyst class is: 379. Reactant: Br[C:2]1[CH:3]=[C:4]([NH:10][C:11]2[CH:21]=[C:14]3[CH2:15][N:16]([CH3:20])[C:17](=[O:19])[CH2:18][N:13]3[N:12]=2)[C:5](=[O:9])[N:6]([CH3:8])[CH:7]=1.[C:22]([O:25][CH2:26][C:27]1[C:28]([N:42]2[CH2:53][CH2:52][N:51]3[C:44](=[CH:45][C:46]4[CH2:47][C:48]([CH3:55])([CH3:54])[CH2:49][C:50]=43)[C:43]2=[O:56])=[N:29][CH:30]=[CH:31][C:32]=1B1OC(C)(C)C(C)(C)O1)(=[O:24])[CH3:23].[O-]P([O-])([O-])=O.[K+].[K+].[K+].C([O-])(=O)C.[Na+]. (7) Product: [CH2:13]([N:20]1[CH2:25][CH2:24][C:23]([C:3]2[CH:8]=[CH:7][C:6]([C:9]([F:12])([F:11])[F:10])=[CH:5][CH:4]=2)([OH:26])[CH2:22][CH2:21]1)[C:14]1[CH:15]=[CH:16][CH:17]=[CH:18][CH:19]=1. Reactant: [Mg].Br[C:3]1[CH:8]=[CH:7][C:6]([C:9]([F:12])([F:11])[F:10])=[CH:5][CH:4]=1.[CH2:13]([N:20]1[CH2:25][CH2:24][C:23](=[O:26])[CH2:22][CH2:21]1)[C:14]1[CH:19]=[CH:18][CH:17]=[CH:16][CH:15]=1. The catalyst class is: 1. (8) The catalyst class is: 5. Product: [NH2:30][C:26]1[C:13]2[C:14]([C:16]3[CH:17]=[N:18][C:19]4[C:24]([CH:25]=3)=[CH:23][CH:22]=[CH:21][CH:20]=4)=[C:15]3[N:11]([C:12]=2[N:29]=[CH:28][N:27]=1)[CH2:10][C@@H:9]([NH:31][C:32](=[O:33])[O:34][C:35]([CH3:36])([CH3:37])[CH3:38])[CH2:8][CH:7]3[OH:6]. Reactant: [OH-].[Na+].C([O:6][CH:7]1[C:15]2[N:11]([C:12]3[N:29]=[CH:28][N:27]=[C:26]([NH2:30])[C:13]=3[C:14]=2[C:16]2[CH:17]=[N:18][C:19]3[C:24]([CH:25]=2)=[CH:23][CH:22]=[CH:21][CH:20]=3)[CH2:10][C@@H:9]([NH:31][C:32]([O:34][C:35]([CH3:38])([CH3:37])[CH3:36])=[O:33])[CH2:8]1)(=O)C.O. (9) Reactant: [CH3:1][O:2][C:3]1[C:13]2[CH2:12][CH2:11]N[CH2:9][CH2:8][C:7]=2[CH:6]=[CH:5][CH:4]=1.CS(OCCC1C(CCOS(C)(=O)=O)=CC=CC=1OC)(=O)=O. Product: [CH3:1][O:2][C:3]1[CH:4]=[CH:5][CH:6]=[C:7]2[C:13]=1[CH2:12][CH:11]=[CH:9][CH2:8]2. The catalyst class is: 10. (10) Reactant: C(OC([N:8]1[CH2:13][CH2:12][N:11]([C:14](=[S:25])[C:15]2[CH:20]=[CH:19][CH:18]=[CH:17][C:16]=2[C:21]([F:24])([F:23])[F:22])[CH2:10][CH2:9]1)=O)(C)(C)C. Product: [N:11]1([C:14]([C:15]2[CH:20]=[CH:19][CH:18]=[CH:17][C:16]=2[C:21]([F:24])([F:22])[F:23])=[S:25])[CH2:12][CH2:13][NH:8][CH2:9][CH2:10]1. The catalyst class is: 281.